This data is from Catalyst prediction with 721,799 reactions and 888 catalyst types from USPTO. The task is: Predict which catalyst facilitates the given reaction. (1) Reactant: [C:1]([O:4][C:5]1[CH:6]=[C:7]2[C:11](=[CH:12][CH:13]=1)[N:10]([CH3:14])[C:9]([CH3:15])=[C:8]2[C:16]([OH:18])=O)(=[O:3])[CH3:2].C(Cl)(=O)C([Cl:22])=O. Product: [C:1]([O:4][C:5]1[CH:6]=[C:7]2[C:11](=[CH:12][CH:13]=1)[N:10]([CH3:14])[C:9]([CH3:15])=[C:8]2[C:16]([Cl:22])=[O:18])(=[O:3])[CH3:2]. The catalyst class is: 2. (2) Reactant: [OH-].[Na+].[Cl:3][C:4]1[C:12]2[C:7](=[N:8][CH:9]=[CH:10][C:11]=2[O:13][C:14]2[CH:19]=[CH:18][C:17]([NH:20]C(=O)C(F)(F)F)=[CH:16][C:15]=2[F:27])[NH:6][CH:5]=1. Product: [Cl:3][C:4]1[C:12]2[C:7](=[N:8][CH:9]=[CH:10][C:11]=2[O:13][C:14]2[CH:19]=[CH:18][C:17]([NH2:20])=[CH:16][C:15]=2[F:27])[NH:6][CH:5]=1. The catalyst class is: 7. (3) Reactant: CC(OI1(OC(C)=O)(OC(C)=O)OC(=O)C2C=CC=CC1=2)=O.[C:23]([O:27][C:28]([N:30]1[CH2:34][C:33]([F:36])([F:35])[CH2:32][C@H:31]1[CH2:37][OH:38])=[O:29])([CH3:26])([CH3:25])[CH3:24]. Product: [C:23]([O:27][C:28]([N:30]1[CH2:34][C:33]([F:35])([F:36])[CH2:32][C@H:31]1[CH:37]=[O:38])=[O:29])([CH3:26])([CH3:25])[CH3:24]. The catalyst class is: 2. (4) Reactant: [CH3:1][C:2]1([CH3:15])[CH2:11][CH2:10][C:9]2[C:4](=[CH:5][CH:6]=[C:7]([O:12]C)[CH:8]=2)[C:3]1=[O:14].Br. Product: [CH3:1][C:2]1([CH3:15])[CH2:11][CH2:10][C:9]2[C:4](=[CH:5][CH:6]=[C:7]([OH:12])[CH:8]=2)[C:3]1=[O:14]. The catalyst class is: 581. (5) Reactant: [OH:1][C@@H:2]1[CH2:19][N:5]2[C:6](=[O:18])[CH2:7][CH2:8][N:9]([C:11]([O:13][C:14]([CH3:17])([CH3:16])[CH3:15])=[O:12])[CH2:10][C@@H:4]2[CH2:3]1.Br[C:21]1[CH:26]=[N:25][C:24]([CH:27]2[CH2:29][CH2:28]2)=[CH:23][N:22]=1.CC(C)([O-])C.[K+]. Product: [CH:27]1([C:24]2[N:25]=[CH:26][C:21]([O:1][C@@H:2]3[CH2:19][N:5]4[C:6](=[O:18])[CH2:7][CH2:8][N:9]([C:11]([O:13][C:14]([CH3:15])([CH3:16])[CH3:17])=[O:12])[CH2:10][C@@H:4]4[CH2:3]3)=[N:22][CH:23]=2)[CH2:29][CH2:28]1. The catalyst class is: 217. (6) Reactant: [F-].C([N+](CCCC)(CCCC)CCCC)CCC.[F:19][C:20]1[CH:21]=[C:22]([CH:25]=[CH:26][C:27]=1[F:28])[CH:23]=[O:24].[F:29][C:30]([Si](C)(C)C)([F:32])[F:31].Cl. Product: [F:19][C:20]1[CH:21]=[C:22]([CH:23]([OH:24])[C:30]([F:32])([F:31])[F:29])[CH:25]=[CH:26][C:27]=1[F:28]. The catalyst class is: 1. (7) Reactant: C(OC(=O)[NH:7][CH2:8][CH:9]1[CH2:13][CH2:12][N:11]([C:14](=[O:29])[CH2:15][CH:16]([C:23]2[CH:28]=[CH:27][CH:26]=[CH:25][CH:24]=2)[C:17]2[CH:22]=[CH:21][CH:20]=[CH:19][CH:18]=2)[CH2:10]1)(C)(C)C.C(O)(C(F)(F)F)=O. Product: [NH2:7][CH2:8][CH:9]1[CH2:13][CH2:12][N:11]([C:14](=[O:29])[CH2:15][CH:16]([C:17]2[CH:18]=[CH:19][CH:20]=[CH:21][CH:22]=2)[C:23]2[CH:24]=[CH:25][CH:26]=[CH:27][CH:28]=2)[CH2:10]1. The catalyst class is: 2.